This data is from PAMPA (Parallel Artificial Membrane Permeability Assay) permeability data from NCATS. The task is: Regression/Classification. Given a drug SMILES string, predict its absorption, distribution, metabolism, or excretion properties. Task type varies by dataset: regression for continuous measurements (e.g., permeability, clearance, half-life) or binary classification for categorical outcomes (e.g., BBB penetration, CYP inhibition). Dataset: pampa_ncats. (1) The molecule is COC1=CC=CC(=C1O)CNC2=CC=C(C=C2)[S+](=O)(NC3=CC4=CC=CC=C4S3)[O-]. The result is 1 (high permeability). (2) The drug is CN1C2=C(C=CC(=C2)C(=O)NCC3=CC=C(C=C3)Cl)[S@@](=O)C4=CC=CC=C4C1=O. The result is 1 (high permeability).